Dataset: Reaction yield outcomes from USPTO patents with 853,638 reactions. Task: Predict the reaction yield, written as a fraction of the theoretical maximum amount of product (1.0 means a 100% yield; for example, 0.34 means a 34% yield). (1) The reactants are [CH3:1][O:2][C:3]1[CH:8]=[CH:7][C:6]([CH2:9][CH:10]([NH:12][CH2:13][C:14]2[CH:19]=[CH:18][CH:17]=[CH:16][CH:15]=2)[CH3:11])=[CH:5][CH:4]=1.C(O)(=O)[C@@H](C1C=CC=CC=1)O. No catalyst specified. The product is [CH3:1][O:2][C:3]1[CH:4]=[CH:5][C:6]([CH2:9][C@@H:10]([NH:12][CH2:13][C:14]2[CH:19]=[CH:18][CH:17]=[CH:16][CH:15]=2)[CH3:11])=[CH:7][CH:8]=1. The yield is 0.440. (2) The reactants are C([O:5][C:6](=[O:30])[CH2:7][O:8][C:9]1[CH:14]=[CH:13][C:12]([N+:15]([O-:17])=[O:16])=[CH:11][C:10]=1[C:18](=[O:29])[NH:19][CH2:20][C:21]1[CH:26]=[CH:25][C:24]([Br:27])=[CH:23][C:22]=1[F:28])(C)(C)C.FC(F)(F)C(O)=O. The catalyst is ClCCl.O. The product is [Br:27][C:24]1[CH:25]=[CH:26][C:21]([CH2:20][NH:19][C:18]([C:10]2[CH:11]=[C:12]([N+:15]([O-:17])=[O:16])[CH:13]=[CH:14][C:9]=2[O:8][CH2:7][C:6]([OH:30])=[O:5])=[O:29])=[C:22]([F:28])[CH:23]=1. The yield is 0.920. (3) The reactants are [NH2:1][C:2]1[C:3](=[O:15])[NH:4][C:5](=[S:14])[N:6]([CH2:9][CH2:10][CH2:11][CH2:12][CH3:13])[C:7]=1[NH2:8].[CH:16]1([C:20](O)=[O:21])[CH2:19][CH2:18][CH2:17]1.F[P-](F)(F)(F)(F)F.N1(O[P+](N(C)C)(N(C)C)N(C)C)C2C=CC=CC=2N=N1.C(N(CC)CC)C. The catalyst is CN(C=O)C.O. The product is [NH2:1][C:2]1[C:3](=[O:15])[NH:4][C:5](=[S:14])[N:6]([CH2:9][CH2:10][CH2:11][CH2:12][CH3:13])[C:7]=1[NH:8][C:20]([CH:16]1[CH2:19][CH2:18][CH2:17]1)=[O:21]. The yield is 0.833.